From a dataset of Full USPTO retrosynthesis dataset with 1.9M reactions from patents (1976-2016). Predict the reactants needed to synthesize the given product. The reactants are: N1C=CC=CC=1.[CH2:7]([S:19](Cl)(=[O:21])=[O:20])[CH2:8][CH2:9][CH2:10][CH2:11][CH2:12][CH2:13][CH2:14][CH2:15][CH2:16][CH2:17][CH3:18].[NH2:23][C:24]1[CH:25]=[C:26]([CH:38]=[CH:39][C:40]=1[O:41][CH3:42])[C:27]([NH:29][C:30]1[CH:35]=[CH:34][C:33]([Cl:36])=[C:32]([Cl:37])[CH:31]=1)=[O:28].Cl. Given the product [CH2:7]([S:19]([NH:23][C:24]1[CH:25]=[C:26]([CH:38]=[CH:39][C:40]=1[O:41][CH3:42])[C:27]([NH:29][C:30]1[CH:35]=[CH:34][C:33]([Cl:36])=[C:32]([Cl:37])[CH:31]=1)=[O:28])(=[O:21])=[O:20])[CH2:8][CH2:9][CH2:10][CH2:11][CH2:12][CH2:13][CH2:14][CH2:15][CH2:16][CH2:17][CH3:18], predict the reactants needed to synthesize it.